Dataset: Forward reaction prediction with 1.9M reactions from USPTO patents (1976-2016). Task: Predict the product of the given reaction. (1) Given the reactants Cl.[N:2]1[CH:7]=[CH:6][CH:5]=[CH:4][C:3]=1[C:8](Cl)=[O:9].Cl.[CH3:12][O:13][C:14](=[O:21])[CH:15]([NH2:20])[C:16]([O:18][CH3:19])=[O:17].C(N(CC)CC)C.C(=O)([O-])O.[Na+], predict the reaction product. The product is: [CH3:12][O:13][C:14](=[O:21])[CH:15]([NH:20][C:8]([C:3]1[CH:4]=[CH:5][CH:6]=[CH:7][N:2]=1)=[O:9])[C:16]([O:18][CH3:19])=[O:17]. (2) Given the reactants [NH:1]1[C:9]2[C:4](=[CH:5][C:6]([C:10]3[C:18]4[C:13](=[N:14][CH:15]=[C:16]([C:19]5[CH:26]=[CH:25][C:22](C=O)=[C:21]([O:27][CH3:28])[CH:20]=5)[CH:17]=4)[N:12](S(C4C=CC(C)=CC=4)(=O)=O)[CH:11]=3)=[CH:7][CH:8]=2)[CH:3]=[CH:2]1.[CH3:39][N:40]1[CH2:45][CH2:44][NH:43][CH2:42][CH2:41]1.[C:46](O[BH-](OC(=O)C)OC(=O)C)(=O)C.[Na+], predict the reaction product. The product is: [NH:1]1[C:9]2[C:4](=[CH:5][C:6]([C:10]3[C:18]4[C:13](=[N:14][CH:15]=[C:16]([C:19]5[CH:26]=[CH:25][C:22]([CH2:39][N:40]6[CH2:45][CH2:44][N:43]([CH3:46])[CH2:42][CH2:41]6)=[C:21]([O:27][CH3:28])[CH:20]=5)[CH:17]=4)[NH:12][CH:11]=3)=[CH:7][CH:8]=2)[CH:3]=[CH:2]1.